This data is from Catalyst prediction with 721,799 reactions and 888 catalyst types from USPTO. The task is: Predict which catalyst facilitates the given reaction. (1) Reactant: [CH3:1][O:2][CH2:3][CH2:4][CH2:5][OH:6].[H-].[Na+].[Cl:9][C:10]1[N:11]=[N:12][C:13](Cl)=[CH:14][CH:15]=1. Product: [Cl:9][C:10]1[N:11]=[N:12][C:13]([O:6][CH2:5][CH2:4][CH2:3][O:2][CH3:1])=[CH:14][CH:15]=1. The catalyst class is: 9. (2) Reactant: [CH2:1]([O:8][C:9]1[CH:14]=[CH:13][C:12]([C:15]2[N:19]([CH:20]3[CH2:25][CH2:24][CH2:23][CH2:22][CH2:21]3)[N:18]=[C:17](/[CH:26]=[CH:27]/[C:28]([O:30]C)=[O:29])[CH:16]=2)=[CH:11][CH:10]=1)[C:2]1[CH:7]=[CH:6][CH:5]=[CH:4][CH:3]=1.[Li+].[OH-].CCOCC. The catalyst class is: 36. Product: [CH:20]1([N:19]2[C:15]([C:12]3[CH:13]=[CH:14][C:9]([O:8][CH2:1][C:2]4[CH:7]=[CH:6][CH:5]=[CH:4][CH:3]=4)=[CH:10][CH:11]=3)=[CH:16][C:17](/[CH:26]=[CH:27]/[C:28]([OH:30])=[O:29])=[N:18]2)[CH2:21][CH2:22][CH2:23][CH2:24][CH2:25]1.